This data is from Forward reaction prediction with 1.9M reactions from USPTO patents (1976-2016). The task is: Predict the product of the given reaction. The product is: [CH2:46]([N:39]([C:40]1[CH:45]=[CH:44][CH:43]=[CH:42][CH:41]=1)[C:37]([CH2:36][NH:34][C@@H:10]1[CH2:9][NH:8][CH2:12][C@H:11]1[CH2:13][N:14]([CH:31]([CH3:33])[CH3:32])[C:15](=[O:30])[C:16]1[CH:21]=[CH:20][C:19]([O:22][CH3:23])=[C:18]([O:24][CH2:25][CH2:26][CH2:27][O:28][CH3:29])[CH:17]=1)=[O:38])[CH3:47]. Given the reactants C(OC([N:8]1[CH2:12][C@@H:11]([CH2:13][N:14]([CH:31]([CH3:33])[CH3:32])[C:15](=[O:30])[C:16]2[CH:21]=[CH:20][C:19]([O:22][CH3:23])=[C:18]([O:24][CH2:25][CH2:26][CH2:27][O:28][CH3:29])[CH:17]=2)[C@H:10]([NH2:34])[CH2:9]1)=O)(C)(C)C.Cl[CH2:36][C:37]([N:39]([CH2:46][CH3:47])[C:40]1[CH:45]=[CH:44][CH:43]=[CH:42][CH:41]=1)=[O:38].[Cl-].CC#N.O, predict the reaction product.